From a dataset of Reaction yield outcomes from USPTO patents with 853,638 reactions. Predict the reaction yield, written as a fraction of the theoretical maximum amount of product (1.0 means a 100% yield; for example, 0.34 means a 34% yield). No catalyst specified. The yield is 0.640. The product is [C:50](=[O:58])([S:52][CH2:53][CH2:54][CH2:63][N:62]([CH3:64])[C:60]([C:59]1[N:39]([CH3:41])[CH:40]=[C:36]([NH:35][C:33]([C:29]2[N:30]([CH3:32])[CH:31]=[C:27]([NH:26][C:24]([C:20]3[N:21]([CH3:23])[CH:22]=[C:18]([NH:17][C:15]([C:11]4[N:12]([CH3:14])[CH:13]=[C:9]([NH:8][C:6]([O:5][C:1]([CH3:4])([CH3:3])[CH3:2])=[O:7])[CH:10]=4)=[O:16])[N:19]=3)=[O:25])[CH:28]=2)=[O:34])[CH:37]=1)=[O:61])[CH3:51]. The reactants are [C:1]([O:5][C:6]([NH:8][C:9]1[CH:10]=[C:11]([C:15]([NH:17][C:18]2[N:19]=[C:20]([C:24]([NH:26][C:27]3[CH:28]=[C:29]([C:33]([NH:35][C:36]4[CH:37]=C(C(O)=O)[N:39]([CH3:41])[CH:40]=4)=[O:34])[N:30]([CH3:32])[CH:31]=3)=[O:25])[N:21]([CH3:23])[CH:22]=2)=[O:16])[N:12]([CH3:14])[CH:13]=1)=[O:7])([CH3:4])([CH3:3])[CH3:2].C(Cl)CCl.Cl.[C:50](=[O:58])([S:52][CH2:53][CH2:54]CNC)[CH3:51].[CH3:59][C:60]([N:62]([CH3:64])[CH3:63])=[O:61].